Predict the product of the given reaction. From a dataset of Forward reaction prediction with 1.9M reactions from USPTO patents (1976-2016). (1) Given the reactants [CH2:1]([C@H:8]1[CH2:12][O:11][C:10](=[O:13])[NH:9]1)[C:2]1[CH:7]=[CH:6][CH:5]=[CH:4][CH:3]=1.I[C:15]1[CH:16]=[C:17]([NH2:22])[C:18]([NH2:21])=[CH:19][CH:20]=1.[F-].[Cs+].[CH:25]1(N)CCCCC1N.C(OCC)(OCC)OCC, predict the reaction product. The product is: [NH:22]1[C:17]2[CH:16]=[CH:15][C:20]([N:9]3[C@@H:8]([CH2:1][C:2]4[CH:3]=[CH:4][CH:5]=[CH:6][CH:7]=4)[CH2:12][O:11][C:10]3=[O:13])=[CH:19][C:18]=2[N:21]=[CH:25]1. (2) Given the reactants [CH3:1][O:2][C:3]1[CH:8]=[CH:7][C:6]([C:9]2[CH:14]=[CH:13][N:12]=[C:11]3[NH:15][C:16]([C:18]4[CH:23]=[CH:22][C:21]([C:24]([N:26]5[CH2:31][CH2:30][O:29][CH2:28][CH2:27]5)=O)=[CH:20][CH:19]=4)=[N:17][C:10]=23)=[CH:5][CH:4]=1.CO.[ClH:34], predict the reaction product. The product is: [ClH:34].[CH3:1][O:2][C:3]1[CH:8]=[CH:7][C:6]([C:9]2[CH:14]=[CH:13][N:12]=[C:11]3[NH:15][C:16]([C:18]4[CH:23]=[CH:22][C:21]([CH2:24][N:26]5[CH2:31][CH2:30][O:29][CH2:28][CH2:27]5)=[CH:20][CH:19]=4)=[N:17][C:10]=23)=[CH:5][CH:4]=1. (3) Given the reactants [Cl:1][C:2]1[CH:23]=[C:22]([Cl:24])[CH:21]=[CH:20][C:3]=1[C:4]([C:6]1[C:14]2[C:9](=[CH:10][CH:11]=[C:12]([C:15]([O:17]C)=[O:16])[CH:13]=2)[NH:8][C:7]=1[CH3:19])=[O:5].[OH-].[Na+], predict the reaction product. The product is: [C:15]([C:12]1[CH:13]=[C:14]2[C:9](=[CH:10][CH:11]=1)[NH:8][C:7]([CH3:19])=[C:6]2[C:4](=[O:5])[C:3]1[CH:20]=[CH:21][C:22]([Cl:24])=[CH:23][C:2]=1[Cl:1])([OH:17])=[O:16]. (4) The product is: [N+:26]([C:29]1[CH:34]=[C:33]([C:35]([F:36])([F:37])[F:38])[CH:32]=[CH:31][C:30]=1[NH:39][C:21]([C:19]1[N:20]=[C:16]([CH2:15][O:14][C:13]2[CH:12]=[CH:11][C:10]([CH2:9][CH2:8][CH2:7][CH2:6][N:1]3[CH:5]=[CH:4][N:3]=[N:2]3)=[CH:25][CH:24]=2)[O:17][CH:18]=1)=[O:23])([O-:28])=[O:27]. Given the reactants [N:1]1([CH2:6][CH2:7][CH2:8][CH2:9][C:10]2[CH:25]=[CH:24][C:13]([O:14][CH2:15][C:16]3[O:17][CH:18]=[C:19]([C:21]([OH:23])=O)[N:20]=3)=[CH:12][CH:11]=2)[CH:5]=[CH:4][N:3]=[N:2]1.[N+:26]([C:29]1[CH:34]=[C:33]([C:35]([F:38])([F:37])[F:36])[CH:32]=[CH:31][C:30]=1[NH2:39])([O-:28])=[O:27], predict the reaction product. (5) Given the reactants [OH:1][C:2]1[N:11]=[C:10]2[C:5]([CH:6]=[C:7]([C:16]([CH:18]3[C:23](=[O:24])[CH2:22][CH2:21][CH2:20][C:19]3=[O:25])=[O:17])[C:8](C(F)(F)F)=[N:9]2)=[CH:4][CH:3]=1.[CH2:26](Br)[C:27]#[C:28][CH3:29], predict the reaction product. The product is: [CH2:26]([O:25][C:19]1[CH2:20][CH2:21][CH2:22][C:23](=[O:24])[C:18]=1[C:16]([C:7]1[CH:8]=[N:9][C:10]2[C:5]([CH:6]=1)=[CH:4][CH:3]=[C:2]([O:1][CH2:2][C:3]#[C:4][CH3:5])[N:11]=2)=[O:17])[C:27]#[C:28][CH3:29].